This data is from Catalyst prediction with 721,799 reactions and 888 catalyst types from USPTO. The task is: Predict which catalyst facilitates the given reaction. (1) Reactant: [Br:1][C:2]1[CH:3]=[CH:4][C:5]2[C:11]3[S:12][C:13]([C:15]([N:17]([C:19]4[CH:20]=[C:21]([CH:25]=[CH:26][C:27]=4[Cl:28])[C:22](O)=[O:23])[CH3:18])=[O:16])=[CH:14][C:10]=3[CH2:9][CH2:8][O:7][C:6]=2[CH:29]=1.CCN=C=NCCCN(C)C.C1C=CC2N(O)N=NC=2C=1.CCN(C(C)C)C(C)C.[NH2:60][CH2:61][C@H:62]([OH:64])[CH3:63]. Product: [Br:1][C:2]1[CH:3]=[CH:4][C:5]2[C:11]3[S:12][C:13]([C:15]([N:17]([C:19]4[CH:20]=[C:21]([C:22](=[O:23])[NH:60][CH2:61][C@H:62]([OH:64])[CH3:63])[CH:25]=[CH:26][C:27]=4[Cl:28])[CH3:18])=[O:16])=[CH:14][C:10]=3[CH2:9][CH2:8][O:7][C:6]=2[CH:29]=1. The catalyst class is: 20. (2) Reactant: [K+:1].[K+].O[C:4]1[CH:9]=[C:8]([S:10]([O-:13])(=[O:12])=[O:11])[C:7](O)=[CH:6][C:5]=1[S:15]([O-:18])(=[O:17])=[O:16].C(=O)([O-])[O-].[Na+].[Na+].CO. Product: [K+:1].[K+:1].[C:5]1([S:15]([O-:18])(=[O:17])=[O:16])[CH:6]=[CH:7][C:8]([S:10]([O-:13])(=[O:12])=[O:11])=[CH:9][CH:4]=1. The catalyst class is: 6. (3) Product: [N:17]([C:14]1[CH:13]=[CH:12][C:11]([N:8]2[CH2:9][CH2:10][N:5]([CH:1]([CH2:3][CH3:4])[CH3:2])[CH2:6][CH2:7]2)=[CH:16][CH:15]=1)=[C:18]=[S:19]. The catalyst class is: 9. Reactant: [CH:1]([N:5]1[CH2:10][CH2:9][N:8]([C:11]2[CH:16]=[CH:15][C:14]([NH2:17])=[CH:13][CH:12]=2)[CH2:7][CH2:6]1)([CH2:3][CH3:4])[CH3:2].[C:18](N1C=CN=C1)(N1C=CN=C1)=[S:19]. (4) Product: [Cl:8][C:6]1[CH:5]=[C:4]([C:9]2([C:29]([F:32])([F:31])[F:30])[CH2:13][C:12]([C:14]3[CH:27]=[CH:26][C:17]([C:18]([NH:20][CH2:21][C:22]([F:23])([F:24])[F:25])=[O:19])=[C:16]([CH3:28])[CH:15]=3)=[CH:11][S+:10]2[O-:34])[CH:3]=[C:2]([Cl:1])[CH:7]=1. Reactant: [Cl:1][C:2]1[CH:3]=[C:4]([C:9]2([C:29]([F:32])([F:31])[F:30])[CH2:13][C:12]([C:14]3[CH:27]=[CH:26][C:17]([C:18]([NH:20][CH2:21][C:22]([F:25])([F:24])[F:23])=[O:19])=[C:16]([CH3:28])[CH:15]=3)=[CH:11][S:10]2)[CH:5]=[C:6]([Cl:8])[CH:7]=1.C(=O)([O-])[O-:34].[K+].[K+]. The catalyst class is: 4. (5) Reactant: [Si]([O:8][CH2:9][C:10]1[N:15]=[C:14]([NH:16][C:17]2[S:18][CH:19]=[CH:20][N:21]=2)[CH:13]=[CH:12][CH:11]=1)(C(C)(C)C)(C)C.[F-].C([N+](CCCC)(CCCC)CCCC)CCC.O1CCCC1. Product: [S:18]1[CH:19]=[CH:20][N:21]=[C:17]1[NH:16][C:14]1[N:15]=[C:10]([CH2:9][OH:8])[CH:11]=[CH:12][CH:13]=1. The catalyst class is: 54. (6) Reactant: [F:1][C:2]1[CH:3]=[C:4]([C:8]2[CH:16]=[CH:15][CH:14]=[C:13]3[C:9]=2/[C:10](=[CH:18]/[C:19]2[NH:20][C:21]([CH3:27])=[CH:22][C:23]=2[C:24](O)=[O:25])/[C:11](=[O:17])[NH:12]3)[CH:5]=[CH:6][CH:7]=1.C1C=CC2N(O)N=NC=2C=1.C(Cl)CCl.[F:42][C:43]([F:50])([F:49])[CH2:44][NH:45][CH2:46][CH2:47][NH2:48]. Product: [F:42][C:43]([F:50])([F:49])[CH2:44][NH:45][CH2:46][CH2:47][NH:48][C:24]([C:23]1[CH:22]=[C:21]([CH3:27])[NH:20][C:19]=1/[CH:18]=[C:10]1\[C:11](=[O:17])[NH:12][C:13]2[C:9]\1=[C:8]([C:4]1[CH:5]=[CH:6][CH:7]=[C:2]([F:1])[CH:3]=1)[CH:16]=[CH:15][CH:14]=2)=[O:25]. The catalyst class is: 3. (7) Reactant: [F:1][C:2]1([F:31])[CH2:7][CH2:6][CH:5]([C:8]([C:14]2[C:22]3[C:17](=[N:18][CH:19]=[C:20]([C:23]4[C:24]([CH3:29])=[N:25][O:26][C:27]=4[CH3:28])[CH:21]=3)[N:16]([CH3:30])[CH:15]=2)(O)[CH2:9][CH2:10][CH2:11][CH3:12])[CH2:4][CH2:3]1.C([SiH](CC)CC)C.FC(F)(F)C(O)=O.C(=O)([O-])[O-].[K+].[K+]. Product: [F:31][C:2]1([F:1])[CH2:7][CH2:6][CH:5]([CH:8]([C:14]2[C:22]3[C:17](=[N:18][CH:19]=[C:20]([C:23]4[C:24]([CH3:29])=[N:25][O:26][C:27]=4[CH3:28])[CH:21]=3)[N:16]([CH3:30])[CH:15]=2)[CH2:9][CH2:10][CH2:11][CH3:12])[CH2:4][CH2:3]1. The catalyst class is: 68. (8) Reactant: I[CH2:2][C@@H:3]([CH3:18])[CH2:4][N:5]1[C:10]2[CH:11]=[C:12]([O:15][CH3:16])[CH:13]=[CH:14][C:9]=2[O:8][CH2:7][C:6]1=[O:17].[CH2:19]([O:22][CH:23]1[CH2:28][CH2:27][NH:26][CH2:25][CH2:24]1)[CH2:20][CH3:21]. Product: [CH3:16][O:15][C:12]1[CH:13]=[CH:14][C:9]2[O:8][CH2:7][C:6](=[O:17])[N:5]([CH2:4][C@H:3]([CH3:18])[CH2:2][N:26]3[CH2:27][CH2:28][CH:23]([O:22][CH2:19][CH2:20][CH3:21])[CH2:24][CH2:25]3)[C:10]=2[CH:11]=1. The catalyst class is: 243. (9) Reactant: [Cl:1][C:2]1[CH:10]=[C:9]2[C:5]([C:6]([C:36]#[N:37])=[C:7]([C:12]3[CH:13]=[C:14]([CH2:18][NH:19][S:20]([CH2:23][CH2:24][N:25]4C(=O)C5C(=CC=CC=5)C4=O)(=[O:22])=[O:21])[CH:15]=[N:16][CH:17]=3)[N:8]2[CH3:11])=[CH:4][CH:3]=1.NN.Cl. Product: [Cl:1][C:2]1[CH:10]=[C:9]2[C:5]([C:6]([C:36]#[N:37])=[C:7]([C:12]3[CH:13]=[C:14]([CH2:18][NH:19][S:20]([CH2:23][CH2:24][NH2:25])(=[O:22])=[O:21])[CH:15]=[N:16][CH:17]=3)[N:8]2[CH3:11])=[CH:4][CH:3]=1. The catalyst class is: 5. (10) Reactant: C[O:2][C:3]1[N:4]=[N:5][CH:6]=[CH:7][C:8]=1[C:9](=[O:35])[CH2:10][C@H:11]([C:19]1[CH:24]=[CH:23][C:22]([CH:25]2[CH2:30][CH2:29][N:28]([S:31]([CH3:34])(=[O:33])=[O:32])[CH2:27][CH2:26]2)=[CH:21][CH:20]=1)[C:12]1[CH:17]=[CH:16][CH:15]=[CH:14][C:13]=1[CH3:18].Cl. Product: [CH3:34][S:31]([N:28]1[CH2:27][CH2:26][CH:25]([C:22]2[CH:23]=[CH:24][C:19]([C@H:11]([C:12]3[CH:17]=[CH:16][CH:15]=[CH:14][C:13]=3[CH3:18])[CH2:10][C:9]([C:8]3[C:3](=[O:2])[NH:4][N:5]=[CH:6][CH:7]=3)=[O:35])=[CH:20][CH:21]=2)[CH2:30][CH2:29]1)(=[O:33])=[O:32]. The catalyst class is: 12.